From a dataset of Reaction yield outcomes from USPTO patents with 853,638 reactions. Predict the reaction yield, written as a fraction of the theoretical maximum amount of product (1.0 means a 100% yield; for example, 0.34 means a 34% yield). The reactants are [CH3:1][C:2]1[C:3]([CH2:14][S:15][C:16]2[NH:20][C:19]3[CH:21]=[CH:22][CH:23]=[CH:24][C:18]=3[N:17]=2)=[N:4][CH:5]=[CH:6][C:7]=1[O:8][CH2:9][CH2:10][CH2:11][O:12][CH3:13].C([O-])([O-])=[O:26].C([O-])([O-])=O.OO.OO.OO.[Na+].[Na+].[Na+].[Na+].O.C(O)(=O)C. The catalyst is CO.[NH4+].[NH4+].[O-][Mo]([O-])(=O)=O. The product is [CH3:1][C:2]1[C:3]([CH2:14][S+:15]([O-:26])[C:16]2[NH:20][C:19]3[CH:21]=[CH:22][CH:23]=[CH:24][C:18]=3[N:17]=2)=[N:4][CH:5]=[CH:6][C:7]=1[O:8][CH2:9][CH2:10][CH2:11][O:12][CH3:13]. The yield is 0.810.